This data is from Forward reaction prediction with 1.9M reactions from USPTO patents (1976-2016). The task is: Predict the product of the given reaction. (1) Given the reactants [C:1]([NH:4][NH2:5])(=[O:3])[CH3:2].[B-](F)(F)(F)F.CCOC(C(C#N)=NOC(N(C)C)=[N+](C)C)=O.C(N(CC)C(C)C)(C)C.[O:37]=[C:38]1[N:47]([CH2:48][CH2:49][CH3:50])[C:46](=[O:51])[C:45]2[C:40](=[CH:41][CH:42]=[C:43]([C:52]([C:54]3[N:58]4[CH:59]=[CH:60][CH:61]=[CH:62][C:57]4=[C:56]([C:63]4[CH:64]=[C:65]([CH:69]=[CH:70][CH:71]=4)[C:66](O)=[O:67])[N:55]=3)=[O:53])[CH:44]=2)[NH:39]1, predict the reaction product. The product is: [C:1]([NH:4][NH:5][C:66](=[O:67])[C:65]1[CH:69]=[CH:70][CH:71]=[C:63]([C:56]2[N:55]=[C:54]([C:52]([C:43]3[CH:44]=[C:45]4[C:40](=[CH:41][CH:42]=3)[NH:39][C:38](=[O:37])[N:47]([CH2:48][CH2:49][CH3:50])[C:46]4=[O:51])=[O:53])[N:58]3[CH:59]=[CH:60][CH:61]=[CH:62][C:57]=23)[CH:64]=1)(=[O:3])[CH3:2]. (2) Given the reactants C(OC([NH:8][CH:9]1[CH2:14][CH2:13][N:12]([C:15]([C:17]2[CH:38]=[C:20]3[CH2:21][N:22]([C:26]([O:28][CH2:29][C:30]4[CH:35]=[C:34]([Cl:36])[CH:33]=[C:32]([Cl:37])[CH:31]=4)=[O:27])[CH2:23][CH2:24][CH2:25][N:19]3[N:18]=2)=[O:16])[CH2:11][CH2:10]1)=O)(C)(C)C.C(O)(C(F)(F)F)=O, predict the reaction product. The product is: [NH2:8][CH:9]1[CH2:10][CH2:11][N:12]([C:15]([C:17]2[CH:38]=[C:20]3[CH2:21][N:22]([C:26]([O:28][CH2:29][C:30]4[CH:31]=[C:32]([Cl:37])[CH:33]=[C:34]([Cl:36])[CH:35]=4)=[O:27])[CH2:23][CH2:24][CH2:25][N:19]3[N:18]=2)=[O:16])[CH2:13][CH2:14]1. (3) Given the reactants Cl[C:2]1[N:7]=[CH:6][C:5]([CH2:8][CH2:9][CH2:10][CH2:11][CH3:12])=[CH:4][N:3]=1.[NH2:13][C@H:14]1[CH2:18][CH2:17][C@@H:16]([C:19]([OH:21])=[O:20])[CH2:15]1.C(=O)([O-])[O-].[K+].[K+].CS(C)=O, predict the reaction product. The product is: [CH2:8]([C:5]1[CH:4]=[N:3][C:2]([NH:13][C@H:14]2[CH2:18][CH2:17][C@@H:16]([C:19]([OH:21])=[O:20])[CH2:15]2)=[N:7][CH:6]=1)[CH2:9][CH2:10][CH2:11][CH3:12]. (4) Given the reactants C[O:2][C:3](=[O:14])[C:4]1[CH:9]=[CH:8][C:7]([S:10][CH:11]([CH3:13])[CH3:12])=[CH:6][CH:5]=1.[OH-].[Na+].Cl, predict the reaction product. The product is: [CH:11]([S:10][C:7]1[CH:8]=[CH:9][C:4]([C:3]([OH:14])=[O:2])=[CH:5][CH:6]=1)([CH3:13])[CH3:12]. (5) Given the reactants O=C1O[C@H]([C@H](CO)O)C([O-])=C1O.[Na+].[C:14]1([C:20]#[CH:21])[CH:19]=[CH:18][CH:17]=[CH:16][CH:15]=1.[CH:22](=[C:27]1[C:32](=[O:33])[O:31][C:30]([CH3:35])([CH3:34])[O:29][C:28]1=[O:36])[CH2:23][CH:24]([CH3:26])[CH3:25], predict the reaction product. The product is: [CH2:23]([C@H:22]([CH:27]1[C:32](=[O:33])[O:31][C:30]([CH3:34])([CH3:35])[O:29][C:28]1=[O:36])[C:21]#[C:20][C:14]1[CH:19]=[CH:18][CH:17]=[CH:16][CH:15]=1)[CH:24]([CH3:26])[CH3:25]. (6) Given the reactants C([SiH](CC)CC)C.[Br:8][CH2:9][C:10]([C:12]1[CH:17]=[CH:16][C:15]([NH:18][C:19](=[O:21])[CH3:20])=[C:14]([F:22])[CH:13]=1)=O, predict the reaction product. The product is: [Br:8][CH2:9][CH2:10][C:12]1[CH:17]=[CH:16][C:15]([NH:18][C:19](=[O:21])[CH3:20])=[C:14]([F:22])[CH:13]=1. (7) The product is: [Cl:34][C:35]1[N:36]=[C:37]([N:47]2[CH2:52][CH2:51][O:50][CH2:49][CH2:48]2)[C:38]2[CH2:45][O:46][C:41]3([CH2:43][CH2:42]3)[C:39]=2[N:40]=1. Given the reactants CC(OC(/N=N/C(OC(C)C)=O)=O)C.C1C=CC(P(C2C=CC=CC=2)C2C=CC=CC=2)=CC=1.[Cl:34][C:35]1[N:40]=[C:39]([C:41]2(O)[CH2:43][CH2:42]2)[C:38]([CH2:45][OH:46])=[C:37]([N:47]2[CH2:52][CH2:51][O:50][CH2:49][CH2:48]2)[N:36]=1, predict the reaction product.